This data is from Full USPTO retrosynthesis dataset with 1.9M reactions from patents (1976-2016). The task is: Predict the reactants needed to synthesize the given product. (1) Given the product [C:8]([C:5]1[CH:6]=[CH:7][C:2]([Br:1])=[CH:3][C:4]=1[O:11][CH2:15][C:16]([O:18][CH3:19])=[O:17])(=[O:10])[CH3:9], predict the reactants needed to synthesize it. The reactants are: [Br:1][C:2]1[CH:7]=[CH:6][C:5]([C:8](=[O:10])[CH3:9])=[C:4]([OH:11])[CH:3]=1.[H-].[Na+].Br[CH2:15][C:16]([O:18][CH3:19])=[O:17]. (2) Given the product [ClH:33].[ClH:33].[N:11]1([CH2:14][C:15]2[C:23]3[O:22][CH:21]=[CH:20][C:19]=3[CH:18]=[C:17]([NH:24][S:30]([C:26]3[S:25][CH:29]=[CH:28][CH:27]=3)(=[O:32])=[O:31])[CH:16]=2)[CH2:10][CH2:9][NH:8][CH2:13][CH2:12]1, predict the reactants needed to synthesize it. The reactants are: C(OC([N:8]1[CH2:13][CH2:12][N:11]([CH2:14][C:15]2[C:23]3[O:22][CH:21]=[CH:20][C:19]=3[CH:18]=[C:17]([NH2:24])[CH:16]=2)[CH2:10][CH2:9]1)=O)(C)(C)C.[S:25]1[CH:29]=[CH:28][CH:27]=[C:26]1[S:30]([Cl:33])(=[O:32])=[O:31]. (3) Given the product [C:29]([O:28][C:26](=[O:27])[NH:25][C:15]1[CH:16]=[C:17]2[C:23](=[O:24])[NH:22][N:21]=[CH:20][C:19]3=[C:11]([C:9](=[O:10])[NH:1][CH2:2][CH2:3][OH:4])[NH:12][C:13]([CH:14]=1)=[C:18]23)([CH3:32])([CH3:31])[CH3:30], predict the reactants needed to synthesize it. The reactants are: [NH2:1][CH2:2][CH2:3][OH:4].CO.CO[C:9]([C:11]1[NH:12][C:13]2[CH:14]=[C:15]([NH:25][C:26]([O:28][C:29]([CH3:32])([CH3:31])[CH3:30])=[O:27])[CH:16]=[C:17]3[C:23](=[O:24])[NH:22][N:21]=[CH:20][C:19]=1[C:18]=23)=[O:10].C(N(CC)CC)C. (4) Given the product [OH:6][C@H:5]([CH2:4][OH:3])[CH2:7][O:8][NH:9][C:10]([C:12]1[CH:20]=[CH:19][C:15]2[CH:16]=[N:17][S:18][C:14]=2[C:13]=1[NH:21][C:22]1[CH:27]=[CH:26][C:25]([I:28])=[CH:24][C:23]=1[F:29])=[O:11], predict the reactants needed to synthesize it. The reactants are: CC1(C)[O:6][C@@H:5]([CH2:7][O:8][NH:9][C:10]([C:12]2[CH:20]=[CH:19][C:15]3[CH:16]=[N:17][S:18][C:14]=3[C:13]=2[NH:21][C:22]2[CH:27]=[CH:26][C:25]([I:28])=[CH:24][C:23]=2[F:29])=[O:11])[CH2:4][O:3]1.Cl.